This data is from Full USPTO retrosynthesis dataset with 1.9M reactions from patents (1976-2016). The task is: Predict the reactants needed to synthesize the given product. (1) The reactants are: C1C=CC(P(N=[N+]=[N-])(C2C=CC=CC=2)=[O:8])=CC=1.CC[N:20]([CH2:23][CH3:24])[CH2:21]C.[S:25]1C(C(O)=O)=C[N:27]=[CH:26]1.[C:33]([OH:37])([CH3:36])([CH3:35])[CH3:34]. Given the product [S:25]1[C:23]([NH:20][C:21](=[O:8])[O:37][C:33]([CH3:36])([CH3:35])[CH3:34])=[CH:24][N:27]=[CH:26]1, predict the reactants needed to synthesize it. (2) Given the product [CH:1]1([CH2:7][CH2:8][CH2:9][N:10]2[CH2:15][CH:14]3[CH:12]([C:13]3([C:17]3[CH:18]=[C:19]([NH:23][S:31]([CH3:30])(=[O:33])=[O:32])[CH:20]=[CH:21][CH:22]=3)[CH3:16])[CH2:11]2)[CH2:6][CH2:5][CH2:4][CH2:3][CH2:2]1, predict the reactants needed to synthesize it. The reactants are: [CH:1]1([CH2:7][CH2:8][CH2:9][N:10]2[CH2:15][CH:14]3[CH:12]([C:13]3([C:17]3[CH:18]=[C:19]([NH2:23])[CH:20]=[CH:21][CH:22]=3)[CH3:16])[CH2:11]2)[CH2:6][CH2:5][CH2:4][CH2:3][CH2:2]1.N1C=CC=CC=1.[CH3:30][S:31](Cl)(=[O:33])=[O:32]. (3) Given the product [ClH:43].[N:13]12[CH2:18][CH2:17][CH:16]([CH2:15][CH2:14]1)[N:10]([C:7]1[N:6]=[CH:5][C:4]([NH:1][C:35](=[O:42])[C:36]3[CH:41]=[CH:40][CH:39]=[CH:38][CH:37]=3)=[CH:9][N:8]=1)[CH2:11][CH2:12]2, predict the reactants needed to synthesize it. The reactants are: [N+:1]([C:4]1[CH:5]=[N:6][C:7]([N:10]2[CH:16]3[CH2:17][CH2:18][N:13]([CH2:14][CH2:15]3)[CH2:12][CH2:11]2)=[N:8][CH:9]=1)([O-])=O.N12CCC(CC1)N(C1N=CC(N)=CN=1)CC2.[C:35]([Cl:43])(=[O:42])[C:36]1[CH:41]=[CH:40][CH:39]=[CH:38][CH:37]=1. (4) Given the product [CH:1]1([CH2:4][O:5][C:6]2[CH:7]=[C:8]([CH:36]=[CH:37][CH:38]=2)[O:9][C:10]2[C:11]([NH:22][S:23]([C:26]3[CH:31]=[CH:30][C:29]([OH:32])=[C:28]([O:34][CH3:35])[CH:27]=3)(=[O:24])=[O:25])=[CH:12][C:13]3[N:17]([CH3:18])[C:16](=[O:19])[N:15]([CH3:20])[C:14]=3[CH:21]=2)[CH2:3][CH2:2]1, predict the reactants needed to synthesize it. The reactants are: [CH:1]1([CH2:4][O:5][C:6]2[CH:7]=[C:8]([CH:36]=[CH:37][CH:38]=2)[O:9][C:10]2[C:11]([NH:22][S:23]([C:26]3[CH:31]=[CH:30][C:29]([O:32]C)=[C:28]([O:34][CH3:35])[CH:27]=3)(=[O:25])=[O:24])=[CH:12][C:13]3[N:17]([CH3:18])[C:16](=[O:19])[N:15]([CH3:20])[C:14]=3[CH:21]=2)[CH2:3][CH2:2]1.[Cl-].[Li+]. (5) The reactants are: [F:1][C:2]([F:17])([F:16])[C:3]1[CH:8]=[CH:7][C:6]([N:9]2[CH:13]=[CH:12][C:11]([CH2:14][OH:15])=[N:10]2)=[CH:5][CH:4]=1.CC(OI1(OC(C)=O)(OC(C)=O)OC(=O)C2C=CC=CC1=2)=O. Given the product [F:17][C:2]([F:1])([F:16])[C:3]1[CH:4]=[CH:5][C:6]([N:9]2[CH:13]=[CH:12][C:11]([CH:14]=[O:15])=[N:10]2)=[CH:7][CH:8]=1, predict the reactants needed to synthesize it. (6) Given the product [Br:12][C:3]1[C:4]([F:11])=[C:5]([CH:8]=[C:9]([F:10])[CH:2]=1)[CH:6]=[O:7], predict the reactants needed to synthesize it. The reactants are: N[C:2]1[C:9]([F:10])=[CH:8][C:5]([CH:6]=[O:7])=[C:4]([F:11])[C:3]=1[Br:12].N([O-])=O.[Na+].C(OCC)(=O)C. (7) Given the product [ClH:30].[CH3:1][O:2][C:3]1[CH:4]=[C:5]([CH:25]=[CH:26][C:27]=1[O:28][CH3:29])[O:6][CH2:7][C:8]1[O:12][C:11]([C@@H:13]2[CH2:17][CH2:16][CH2:15][NH:14]2)=[N:10][N:9]=1, predict the reactants needed to synthesize it. The reactants are: [CH3:1][O:2][C:3]1[CH:4]=[C:5]([CH:25]=[CH:26][C:27]=1[O:28][CH3:29])[O:6][CH2:7][C:8]1[O:12][C:11]([C@@H:13]2[CH2:17][CH2:16][CH2:15][N:14]2C(OC(C)(C)C)=O)=[N:10][N:9]=1.[ClH:30].CCOC(C)=O. (8) Given the product [F:8][C:6]1[CH:5]=[C:4]([CH2:9][C:10]([NH:12][C@H:13]([C:15]([NH:18][CH:19]2[C:28]3[C:23](=[CH:24][CH:25]=[CH:26][CH:27]=3)[CH2:22][N:21]([CH2:29][CH2:30][C:31]3[CH:36]=[CH:35][CH:34]=[CH:33][CH:32]=3)[C:20]2=[O:37])=[O:17])[CH3:14])=[O:11])[CH:3]=[C:2]([F:1])[CH:7]=1, predict the reactants needed to synthesize it. The reactants are: [F:1][C:2]1[CH:3]=[C:4]([CH2:9][C:10]([NH:12][C@H:13]([C:15]([OH:17])=O)[CH3:14])=[O:11])[CH:5]=[C:6]([F:8])[CH:7]=1.[NH2:18][CH:19]1[C:28]2[C:23](=[CH:24][CH:25]=[CH:26][CH:27]=2)[CH2:22][N:21]([CH2:29][CH2:30][C:31]2[CH:36]=[CH:35][CH:34]=[CH:33][CH:32]=2)[C:20]1=[O:37]. (9) Given the product [Si:18]([O:13][NH2:12])([C:14]([CH3:17])([CH3:16])[CH3:15])([C:25]1[CH:30]=[CH:29][CH:28]=[CH:27][CH:26]=1)[C:19]1[CH:24]=[CH:23][CH:22]=[CH:21][CH:20]=1, predict the reactants needed to synthesize it. The reactants are: ClCCl.C(N(CC)CC)C.Cl.[NH2:12][OH:13].[C:14]([Si:18](Cl)([C:25]1[CH:30]=[CH:29][CH:28]=[CH:27][CH:26]=1)[C:19]1[CH:24]=[CH:23][CH:22]=[CH:21][CH:20]=1)([CH3:17])([CH3:16])[CH3:15].